This data is from Forward reaction prediction with 1.9M reactions from USPTO patents (1976-2016). The task is: Predict the product of the given reaction. (1) The product is: [CH2:48]([N:44]([CH2:42][CH3:43])[C:45]1[CH:46]=[CH:10][C:11]([C:6]([NH:24][C:25]2[CH:26]=[CH:27][C:28]([O:31][C:32](=[O:41])[N:33]([CH3:40])[C:34]3[CH:39]=[CH:38][CH:37]=[CH:36][CH:35]=3)=[N:29][CH:30]=2)=[O:1])=[CH:13][CH:47]=1)[CH3:50]. Given the reactants [OH2:1].[OH:1]N1[C:6]2[CH:11]=[CH:10][CH:10]=[CH:11][C:6]=2N=N1.Cl.[CH3:13]N(C)CCCN=C=NCC.[NH2:24][C:25]1[CH:26]=[CH:27][C:28]([O:31][C:32](=[O:41])[N:33]([CH3:40])[C:34]2[CH:39]=[CH:38][CH:37]=[CH:36][CH:35]=2)=[N:29][CH:30]=1.[CH2:42]([N:44]([CH:48]([CH3:50])C)[CH:45]([CH3:47])[CH3:46])[CH3:43], predict the reaction product. (2) Given the reactants [I:1][C:2]1[CH:14]=[CH:13][C:5]([O:6][CH:7]2[CH2:12][CH2:11][O:10][CH2:9][CH2:8]2)=[C:4]([N+:15]([O-])=O)[CH:3]=1, predict the reaction product. The product is: [I:1][C:2]1[CH:14]=[CH:13][C:5]([O:6][CH:7]2[CH2:12][CH2:11][O:10][CH2:9][CH2:8]2)=[C:4]([NH2:15])[CH:3]=1. (3) Given the reactants [CH3:1][O:2][C:3](=[O:26])[CH2:4][CH2:5][CH2:6][CH2:7][CH2:8][CH2:9][N:10]1[C:15](=[O:16])[CH2:14][CH2:13][CH2:12][C@@H:11]1/[CH:17]=[CH:18]/[CH:19]([OH:25])[CH2:20][CH2:21][CH2:22][CH2:23][CH3:24].[H][H], predict the reaction product. The product is: [CH3:1][O:2][C:3](=[O:26])[CH2:4][CH2:5][CH2:6][CH2:7][CH2:8][CH2:9][N:10]1[C:15](=[O:16])[CH2:14][CH2:13][CH2:12][C@@H:11]1[CH2:17][CH2:18][CH:19]([OH:25])[CH2:20][CH2:21][CH2:22][CH2:23][CH3:24]. (4) Given the reactants [OH:1][CH2:2][CH2:3][N:4]([CH3:14])[C:5]1[CH:10]=[CH:9][C:8]([N+:11]([O-:13])=[O:12])=[CH:7][N:6]=1.[H-].[Na+].Br[CH2:18][CH:19]1[CH2:21][CH2:20]1, predict the reaction product. The product is: [CH:19]1([CH2:18][O:1][CH2:2][CH2:3][N:4]([CH3:14])[C:5]2[CH:10]=[CH:9][C:8]([N+:11]([O-:13])=[O:12])=[CH:7][N:6]=2)[CH2:21][CH2:20]1. (5) Given the reactants CS(O[CH2:6][C:7]1[C:11]([C:12]2[CH:17]=[CH:16][CH:15]=[CH:14][C:13]=2[C:18](=[O:26])[C:19]2[CH:24]=[CH:23][C:22]([Cl:25])=[CH:21][CH:20]=2)=[C:10]([CH3:27])[O:9][N:8]=1)(=O)=O.CN(C=O)C.[N-:33]=[N+:34]=[N-:35].[Na+], predict the reaction product. The product is: [N:33]([CH2:6][C:7]1[C:11]([C:12]2[CH:17]=[CH:16][CH:15]=[CH:14][C:13]=2[C:18]([C:19]2[CH:24]=[CH:23][C:22]([Cl:25])=[CH:21][CH:20]=2)=[O:26])=[C:10]([CH3:27])[O:9][N:8]=1)=[N+:34]=[N-:35]. (6) The product is: [CH3:8][C:7]1[C:3]([CH2:2][NH:11][CH2:9][CH3:10])=[N:4][O:5][CH:6]=1. Given the reactants Br[CH2:2][C:3]1[C:7]([CH3:8])=[CH:6][O:5][N:4]=1.[CH2:9]([NH2:11])[CH3:10], predict the reaction product.